From a dataset of NCI-60 drug combinations with 297,098 pairs across 59 cell lines. Regression. Given two drug SMILES strings and cell line genomic features, predict the synergy score measuring deviation from expected non-interaction effect. (1) Cell line: NCI-H322M. Drug 1: CC1C(C(CC(O1)OC2CC(OC(C2O)C)OC3=CC4=CC5=C(C(=O)C(C(C5)C(C(=O)C(C(C)O)O)OC)OC6CC(C(C(O6)C)O)OC7CC(C(C(O7)C)O)OC8CC(C(C(O8)C)O)(C)O)C(=C4C(=C3C)O)O)O)O. Synergy scores: CSS=21.1, Synergy_ZIP=9.29, Synergy_Bliss=9.10, Synergy_Loewe=-42.4, Synergy_HSA=-3.76. Drug 2: CN(CCCl)CCCl.Cl. (2) Drug 1: CC12CCC(CC1=CCC3C2CCC4(C3CC=C4C5=CN=CC=C5)C)O. Drug 2: CC1=C(C(=CC=C1)Cl)NC(=O)C2=CN=C(S2)NC3=CC(=NC(=N3)C)N4CCN(CC4)CCO. Cell line: SNB-19. Synergy scores: CSS=12.3, Synergy_ZIP=-0.0797, Synergy_Bliss=6.81, Synergy_Loewe=2.43, Synergy_HSA=6.75.